Dataset: Forward reaction prediction with 1.9M reactions from USPTO patents (1976-2016). Task: Predict the product of the given reaction. (1) Given the reactants [Br:1][C:2]1[CH:10]=[CH:9][C:8]([O:11][CH3:12])=[CH:7][C:3]=1[C:4]([OH:6])=[O:5].[CH2:13](O)[CH3:14], predict the reaction product. The product is: [Br:1][C:2]1[CH:10]=[CH:9][C:8]([O:11][CH3:12])=[CH:7][C:3]=1[C:4]([O:6][CH2:13][CH3:14])=[O:5]. (2) Given the reactants [CH3:1][C:2]1[CH:7]=[C:6]([CH3:8])[N:5]=[C:4]([N:9]2[CH2:14][CH2:13][NH:12][CH2:11][CH2:10]2)[CH:3]=1.Cl[C:16]1[CH:21]=[CH:20][C:19]([N+:22]([O-:24])=[O:23])=[CH:18][CH:17]=1.C(=O)([O-])[O-].[Cs+].[Cs+].C1(P(C2CCCCC2)C2C=CC=CC=2C2C=CC=CC=2N(C)C)CCCCC1, predict the reaction product. The product is: [CH3:1][C:2]1[CH:7]=[C:6]([CH3:8])[N:5]=[C:4]([N:9]2[CH2:10][CH2:11][N:12]([C:16]3[CH:21]=[CH:20][C:19]([N+:22]([O-:24])=[O:23])=[CH:18][CH:17]=3)[CH2:13][CH2:14]2)[CH:3]=1. (3) Given the reactants [CH3:1][CH:2]1[CH2:7][CH2:6][N:5]([S:8]([C:11]2[CH:17]=[CH:16][C:14]([NH2:15])=[CH:13][CH:12]=2)(=[O:10])=[O:9])[CH2:4][CH2:3]1.[N+:18]([C:21]1[O:25][C:24]([C:26](Cl)=[O:27])=[CH:23][CH:22]=1)([O-:20])=[O:19].C(#N)C, predict the reaction product. The product is: [CH3:1][CH:2]1[CH2:3][CH2:4][N:5]([S:8]([C:11]2[CH:12]=[CH:13][C:14]([NH:15][C:26]([C:24]3[O:25][C:21]([N+:18]([O-:20])=[O:19])=[CH:22][CH:23]=3)=[O:27])=[CH:16][CH:17]=2)(=[O:9])=[O:10])[CH2:6][CH2:7]1. (4) The product is: [C:20]([C:16]1[CH:15]=[C:14]([CH:12]([OH:13])[CH2:11][CH2:10][C:6]2[CH:7]=[CH:8][CH:9]=[C:4]([C:1]([OH:3])=[O:2])[CH:5]=2)[CH:19]=[CH:18][CH:17]=1)([OH:22])=[O:21]. Given the reactants [C:1]([C:4]1[CH:5]=[C:6]([CH:10]=[CH:11][C:12]([C:14]2[CH:19]=[CH:18][CH:17]=[C:16]([C:20]([OH:22])=[O:21])[CH:15]=2)=[O:13])[CH:7]=[CH:8][CH:9]=1)([OH:3])=[O:2].[OH-].[Na+].[BH4-].[Na+], predict the reaction product. (5) Given the reactants [CH3:1][N:2]1[CH:6]([C:7]([O:9]C)=[O:8])[CH2:5][NH:4][C:3]1=[O:11].[H-].[Na+].Br[CH:15]1[CH2:19][CH2:18][CH2:17][CH2:16]1.[OH-].[Li+].Cl, predict the reaction product. The product is: [CH:15]1([N:4]2[CH2:5][CH:6]([C:7]([OH:9])=[O:8])[N:2]([CH3:1])[C:3]2=[O:11])[CH2:19][CH2:18][CH2:17][CH2:16]1. (6) The product is: [NH:10]([CH:6]1[CH2:7][CH2:8][NH:3][CH2:4][CH2:5]1)[C:11]1[CH:16]=[CH:15][CH:14]=[CH:13][CH:12]=1. Given the reactants O.Cl.[NH:3]1[CH2:8][CH2:7][C:6](=O)[CH2:5][CH2:4]1.[NH2:10][C:11]1[CH:16]=[CH:15][CH:14]=[CH:13][CH:12]=1.C(O)(=O)C, predict the reaction product.